This data is from Peptide-MHC class I binding affinity with 185,985 pairs from IEDB/IMGT. The task is: Regression. Given a peptide amino acid sequence and an MHC pseudo amino acid sequence, predict their binding affinity value. This is MHC class I binding data. (1) The peptide sequence is AENHHHATML. The MHC is HLA-B44:02 with pseudo-sequence HLA-B44:02. The binding affinity (normalized) is 0.628. (2) The peptide sequence is PLRPMTYR. The binding affinity (normalized) is 0. The MHC is HLA-A02:02 with pseudo-sequence HLA-A02:02.